Dataset: Full USPTO retrosynthesis dataset with 1.9M reactions from patents (1976-2016). Task: Predict the reactants needed to synthesize the given product. (1) Given the product [C:16]([C:18]1[C:19](=[C:26]([C:27]#[N:28])[C:29]#[N:30])[O:20][C:21]([CH3:24])([CH3:25])[C:22]=1[CH:23]=[CH:34][CH:33]=[CH:32][C:2]1[CH:8]=[CH:7][C:5]([N:6]([CH2:9][CH3:10])[CH2:13][CH3:14])=[CH:4][CH:3]=1)#[N:17], predict the reactants needed to synthesize it. The reactants are: Cl[C:2]1[CH:8]=[CH:7][C:5]([NH2:6])=[CH:4][CH:3]=1.[C:9](O)(=O)[CH3:10].[CH2:13](O)[CH3:14].[C:16]([C:18]1[C:19](=[C:26]([C:29]#[N:30])[C:27]#[N:28])[O:20][C:21]([CH3:25])([CH3:24])[C:22]=1[CH3:23])#[N:17].N1C=C[CH:34]=[CH:33][CH:32]=1. (2) Given the product [OH-:12].[NH4+:4].[NH2:48][C:49]1[C:50]([C:57]([N:59]=[C:60]([NH2:63])[NH:18][CH2:19][CH2:20][CH2:21][CH2:22][C:23]2[CH:24]=[CH:25][C:26]([CH2:29][CH2:30][CH2:31][CH2:32][NH:33][CH2:34][C@@H:35]([C:37]3[CH:38]=[CH:39][C:40]([OH:46])=[C:41]([NH:43][CH:44]=[O:45])[CH:42]=3)[OH:36])=[CH:27][CH:28]=2)=[O:58])=[N:51][C:52]([Cl:56])=[C:53]([NH2:55])[N:54]=1, predict the reactants needed to synthesize it. The reactants are: C([N:4](C(C)C)CC)(C)C.C(O)(=[O:12])C.C(O)(=O)C.[NH2:18][CH2:19][CH2:20][CH2:21][CH2:22][C:23]1[CH:28]=[CH:27][C:26]([CH2:29][CH2:30][CH2:31][CH2:32][NH:33][CH2:34][C@@H:35]([C:37]2[CH:38]=[CH:39][C:40]([OH:46])=[C:41]([NH:43][CH:44]=[O:45])[CH:42]=2)[OH:36])=[CH:25][CH:24]=1.I.[NH2:48][C:49]1[C:50]([C:57]([NH:59][C:60](=[NH:63])SC)=[O:58])=[N:51][C:52]([Cl:56])=[C:53]([NH2:55])[N:54]=1. (3) The reactants are: C1(C)C=CC=CC=1P(C1C=CC=CC=1C)C1C=CC=CC=1C.I[C:24]1[CH:25]=[C:26]([CH:29]=[CH:30][CH:31]=1)[C:27]#[N:28].[CH:32]([C:34]1[CH:35]=[N:36][CH:37]=[C:38]([CH:41]=1)[C:39]#[N:40])=[CH2:33]. Given the product [C:27]([C:26]1[CH:25]=[C:24]([CH:33]=[CH:32][C:34]2[CH:35]=[N:36][CH:37]=[C:38]([CH:41]=2)[C:39]#[N:40])[CH:31]=[CH:30][CH:29]=1)#[N:28], predict the reactants needed to synthesize it. (4) Given the product [Cl:22][C:16]1[CH:17]=[CH:18][CH:19]=[C:20]([Cl:21])[C:15]=1[N:7]1[C:6]([CH2:4][OH:3])=[C:10]([C:11]([F:13])([F:14])[F:12])[N:9]=[N:8]1, predict the reactants needed to synthesize it. The reactants are: C([O:3][C:4]([C:6]1[N:7]([C:15]2[C:20]([Cl:21])=[CH:19][CH:18]=[CH:17][C:16]=2[Cl:22])[N:8]=[N:9][C:10]=1[C:11]([F:14])([F:13])[F:12])=O)C.CC(C[AlH]CC(C)C)C.